From a dataset of Catalyst prediction with 721,799 reactions and 888 catalyst types from USPTO. Predict which catalyst facilitates the given reaction. (1) Product: [CH2:38]([S:35]([N:32]1[CH2:31][CH2:30][CH:29]([C:20]2[C:19]3[C:23](=[C:24]([C:26]([NH2:28])=[O:27])[CH:25]=[C:17]([C:11]4[S:12][C:8]([CH2:7][NH:6][CH2:1][CH2:2][CH2:3][CH2:4][CH3:5])=[CH:9][CH:10]=4)[CH:18]=3)[NH:22][CH:21]=2)[CH2:34][CH2:33]1)(=[O:37])=[O:36])[CH3:39]. Reactant: [CH2:1]([NH:6][CH2:7][C:8]1[S:12][C:11](B(O)O)=[CH:10][CH:9]=1)[CH2:2][CH2:3][CH2:4][CH3:5].Br[C:17]1[CH:18]=[C:19]2[C:23](=[C:24]([C:26]([NH2:28])=[O:27])[CH:25]=1)[NH:22][CH:21]=[C:20]2[CH:29]1[CH2:34][CH2:33][N:32]([S:35]([CH2:38][CH3:39])(=[O:37])=[O:36])[CH2:31][CH2:30]1.C([O-])([O-])=O.[K+].[K+]. The catalyst class is: 73. (2) Reactant: Br[C:2]1[CH:7]=[CH:6][N:5]=[C:4]([C:8]#[N:9])[CH:3]=1.[B:10]1([B:10]2[O:14][C:13]([CH3:16])([CH3:15])[C:12]([CH3:18])([CH3:17])[O:11]2)[O:14][C:13]([CH3:16])([CH3:15])[C:12]([CH3:18])([CH3:17])[O:11]1.C([O-])(=O)C.[K+]. Product: [CH3:17][C:12]1([CH3:18])[C:13]([CH3:16])([CH3:15])[O:14][B:10]([C:2]2[CH:7]=[CH:6][N:5]=[C:4]([C:8]#[N:9])[CH:3]=2)[O:11]1. The catalyst class is: 75. (3) Product: [CH2:20]([O:19][C:13](=[O:18])/[CH:22]=[C:23](/[N:24]1[CH2:27][CH2:28][CH2:26][CH2:25]1)\[C@H:34]([CH3:33])[C@H:29]([CH3:35])/[CH:30]=[CH:31]/[CH3:32])[CH3:21]. The catalyst class is: 10. Reactant: C[C@@H](N1CCCC1)/C=C\C.[Br-].[Li+].[C:13]([O:19][CH2:20][CH3:21])(=[O:18])C#CCC.[CH3:22][CH2:23][N:24]([CH2:27][CH3:28])[CH2:25][CH3:26].[C:29]1([CH3:35])[CH:34]=[CH:33][CH:32]=[CH:31][CH:30]=1. (4) Reactant: C(Cl)(=O)[C:2]1[CH:7]=[CH:6][CH:5]=[CH:4][CH:3]=1.[S-:10][C:11]#[N:12].[NH4+].CC1C=CC(NC(OC(C)(C)C)=O)=CC=1[NH2:17]. Product: [C:2]1([NH:12][C:11]([NH2:17])=[S:10])[CH:7]=[CH:6][CH:5]=[CH:4][CH:3]=1. The catalyst class is: 21.